This data is from Peptide-MHC class II binding affinity with 134,281 pairs from IEDB. The task is: Regression. Given a peptide amino acid sequence and an MHC pseudo amino acid sequence, predict their binding affinity value. This is MHC class II binding data. The peptide sequence is KIEIDQDHQEEICEV. The MHC is HLA-DQA10501-DQB10201 with pseudo-sequence HLA-DQA10501-DQB10201. The binding affinity (normalized) is 0.586.